Dataset: Forward reaction prediction with 1.9M reactions from USPTO patents (1976-2016). Task: Predict the product of the given reaction. (1) Given the reactants [NH:1]1[C:5]2[CH:6]=[CH:7][CH:8]=[C:9]([C:10]([O:12][CH3:13])=[O:11])[C:4]=2[N:3]=[CH:2]1.[N+:14]([O-])([O-:16])=[O:15].[K+].[OH-].[Na+], predict the reaction product. The product is: [N+:14]([C:7]1[CH:8]=[C:9]([C:10]([O:12][CH3:13])=[O:11])[C:4]2[N:3]=[CH:2][NH:1][C:5]=2[CH:6]=1)([O-:16])=[O:15]. (2) Given the reactants Cl[C:2]1[C:7]([O:8][C:9]2[CH:14]=[CH:13][C:12]([F:15])=[CH:11][C:10]=2[F:16])=[CH:6][N:5]=[C:4]([S:17]([CH3:20])(=[O:19])=[O:18])[N:3]=1.[CH3:21][N:22]1[CH:31]=[C:30](B2OC(C)(C)C(C)(C)O2)[C:29]2[C:24](=[CH:25][CH:26]=[CH:27][CH:28]=2)[C:23]1=[O:41], predict the reaction product. The product is: [F:16][C:10]1[CH:11]=[C:12]([F:15])[CH:13]=[CH:14][C:9]=1[O:8][C:7]1[C:2]([C:30]2[C:29]3[C:24](=[CH:25][CH:26]=[CH:27][CH:28]=3)[C:23](=[O:41])[N:22]([CH3:21])[CH:31]=2)=[N:3][C:4]([S:17]([CH3:20])(=[O:19])=[O:18])=[N:5][CH:6]=1. (3) Given the reactants C(Cl)(=O)C(Cl)=O.CS(C)=O.[CH3:11][C:12]1[CH:25]=[C:24]2[C:19]([N:20]=[CH:21][CH:22]=[CH:23]2)=[C:18]2[C:13]=1[C:14]([S:28][CH3:29])=[CH:15][C:16]([CH2:26][OH:27])=[N:17]2.C(N(CC)CC)C, predict the reaction product. The product is: [CH3:11][C:12]1[CH:25]=[C:24]2[C:19]([N:20]=[CH:21][CH:22]=[CH:23]2)=[C:18]2[C:13]=1[C:14]([S:28][CH3:29])=[CH:15][C:16]([CH:26]=[O:27])=[N:17]2. (4) Given the reactants C[O:2][CH:3](OC)[C:4]1[CH:9]=[CH:8][N:7]2[CH:10]=[CH:11][N:12]=[C:6]2[N:5]=1.C(OCC)(=O)C.C(=O)([O-])O.[Na+], predict the reaction product. The product is: [N:12]1[CH:11]=[CH:10][N:7]2[CH:8]=[CH:9][C:4]([CH:3]=[O:2])=[N:5][C:6]=12. (5) Given the reactants [NH2:1][C:2]1[CH:7]=[C:6]([Cl:8])[CH:5]=[CH:4][C:3]=1[OH:9].[Cl:10][C:11]1[CH:16]=[CH:15][C:14]([C:17]2[O:21][C:20]([CH:22]=O)=[CH:19][CH:18]=2)=[CH:13][CH:12]=1, predict the reaction product. The product is: [Cl:8][C:6]1[CH:5]=[CH:4][C:3]([OH:9])=[C:2]([N:1]=[CH:22][C:20]2[O:21][C:17]([C:14]3[CH:15]=[CH:16][C:11]([Cl:10])=[CH:12][CH:13]=3)=[CH:18][CH:19]=2)[CH:7]=1. (6) Given the reactants CS(OCC1C(C2C=CC(Cl)=CC=2)=CSC=1C(F)(F)F)(=O)=O.CC1C(C)=C(O)C=CC=1CCC(OCC)=O.[Cl:39][C:40]1[CH:45]=[CH:44][C:43]([C:46]2[C:47]([CH2:55][O:56][C:57]3[CH:62]=[CH:61][C:60]([CH2:63][CH2:64][C:65]([O:67]CC)=[O:66])=[C:59]([CH3:70])[C:58]=3[CH3:71])=[C:48]([C:51]([F:54])([F:53])[F:52])[S:49][CH:50]=2)=[CH:42][CH:41]=1, predict the reaction product. The product is: [Cl:39][C:40]1[CH:45]=[CH:44][C:43]([C:46]2[C:47]([CH2:55][O:56][C:57]3[CH:62]=[CH:61][C:60]([CH2:63][CH2:64][C:65]([OH:67])=[O:66])=[C:59]([CH3:70])[C:58]=3[CH3:71])=[C:48]([C:51]([F:54])([F:52])[F:53])[S:49][CH:50]=2)=[CH:42][CH:41]=1.